Task: Predict the reactants needed to synthesize the given product.. Dataset: Full USPTO retrosynthesis dataset with 1.9M reactions from patents (1976-2016) (1) Given the product [CH3:1][O:2][CH2:3][CH2:4][O:5][C:6]1[CH:16]=[CH:15][C:9]([O:10][CH:11]2[CH2:14][N:13]([C:18]3[CH:23]=[CH:22][C:21]([C@@H:24]([NH:26][C:27]([C:29]4[S:33][C:32]([NH:34][C:35](=[O:37])[CH3:36])=[N:31][C:30]=4[CH3:38])=[O:28])[CH3:25])=[CH:20][CH:19]=3)[CH2:12]2)=[CH:8][CH:7]=1, predict the reactants needed to synthesize it. The reactants are: [CH3:1][O:2][CH2:3][CH2:4][O:5][C:6]1[CH:16]=[CH:15][C:9]([O:10][CH:11]2[CH2:14][NH:13][CH2:12]2)=[CH:8][CH:7]=1.Br[C:18]1[CH:23]=[CH:22][C:21]([C@@H:24]([NH:26][C:27]([C:29]2[S:33][C:32]([NH:34][C:35](=[O:37])[CH3:36])=[N:31][C:30]=2[CH3:38])=[O:28])[CH3:25])=[CH:20][CH:19]=1.CC([O-])(C)C.[Na+].O1CCOCC1. (2) The reactants are: [B:1]([OH:4])([OH:3])[OH:2].[CH3:5][C@H:6]1[CH2:11][C@@H:10](O)[C@H:9]([CH:13]([CH3:15])[CH3:14])[CH2:8][CH2:7]1.[CH3:16][C@@H:17]1[CH2:22][C@H:21](O)[C@@H:20]([CH:24]([CH3:26])[CH3:25])[CH2:19][CH2:18]1. Given the product [B:1]([O:4][CH:8]1[CH2:7][CH:6]([CH3:5])[CH2:11][CH2:10][CH:9]1[CH:13]([CH3:15])[CH3:14])([O:3][CH:21]1[CH2:22][CH:17]([CH3:16])[CH2:18][CH2:19][CH:20]1[CH:24]([CH3:26])[CH3:25])[O:2][CH:10]1[CH2:11][CH:6]([CH3:5])[CH2:7][CH2:8][CH:9]1[CH:13]([CH3:15])[CH3:14], predict the reactants needed to synthesize it. (3) Given the product [CH3:19][C:20]1[CH:42]=[N:41][C:23]2[N:24]([C:29]([NH:7][CH:6]([C:8]3[CH:9]=[CH:10][C:11]([O:14][C:15]([F:16])([F:17])[F:18])=[CH:12][CH:13]=3)[CH2:5][CH:3]3[CH2:4][O:1][CH2:2]3)=[O:30])[CH2:25][C:26](=[O:28])[NH:27][C:22]=2[CH:21]=1, predict the reactants needed to synthesize it. The reactants are: [O:1]1[CH2:4][CH:3]([CH2:5][CH:6]([C:8]2[CH:13]=[CH:12][C:11]([O:14][C:15]([F:18])([F:17])[F:16])=[CH:10][CH:9]=2)[NH2:7])[CH2:2]1.[CH3:19][C:20]1[CH:42]=[N:41][C:23]2[N:24]([C:29](OC3C=CC([N+]([O-])=O)=CC=3)=[O:30])[CH2:25][C:26](=[O:28])[NH:27][C:22]=2[CH:21]=1.C(N(CC)CC)C.O. (4) The reactants are: [H-].[Al+3].[Li+].[H-].[H-].[H-].C([O:9][C:10](=O)[C:11]1[CH:16]=[CH:15][C:14]([C:17]2[NH:34][C:20]3[N:21]=[CH:22][N:23]=[C:24]([NH:25][CH2:26][C:27]4[CH:32]=[CH:31][CH:30]=[C:29]([Cl:33])[CH:28]=4)[C:19]=3[CH:18]=2)=[CH:13][CH:12]=1)C.C1COCC1.O.[OH-].[Na+]. Given the product [Cl:33][C:29]1[CH:28]=[C:27]([CH:32]=[CH:31][CH:30]=1)[CH2:26][NH:25][C:24]1[C:19]2[CH:18]=[C:17]([C:14]3[CH:13]=[CH:12][C:11]([CH2:10][OH:9])=[CH:16][CH:15]=3)[NH:34][C:20]=2[N:21]=[CH:22][N:23]=1, predict the reactants needed to synthesize it. (5) Given the product [F:1][C:2]([F:11])([F:12])[C:3]1[CH:8]=[CH:7][CH:6]=[CH:5][C:4]=1[NH:9][N:10]=[C:19]([C:13]1[CH:18]=[CH:17][CH:16]=[CH:15][CH:14]=1)[C:20]([C:22]1[CH:27]=[CH:26][CH:25]=[CH:24][CH:23]=1)=[O:21], predict the reactants needed to synthesize it. The reactants are: [F:1][C:2]([F:12])([F:11])[C:3]1[CH:8]=[CH:7][CH:6]=[CH:5][C:4]=1[NH:9][NH2:10].[C:13]1([C:19](=O)[C:20]([C:22]2[CH:27]=[CH:26][CH:25]=[CH:24][CH:23]=2)=[O:21])[CH:18]=[CH:17][CH:16]=[CH:15][CH:14]=1. (6) Given the product [OH-:2].[CH:3]1([N:9]2[CH2:10][CH2:11][N+:12]([CH3:16])([CH3:15])[CH2:13][CH2:14]2)[CH2:8][CH2:7][CH2:6][CH2:5][CH2:4]1, predict the reactants needed to synthesize it. The reactants are: [I-].[OH-:2].[CH:3]1([N:9]2[CH2:14][CH2:13][N+:12]([CH3:16])([CH3:15])[CH2:11][CH2:10]2)[CH2:8][CH2:7][CH2:6][CH2:5][CH2:4]1. (7) Given the product [F:17][C:2]([F:16])([F:1])[C:3]1[CH:8]=[CH:7][C:6]([CH2:9][NH:10][C:38]([NH:36][C:35]2[C:31]3[NH:30][C:22](=[O:28])[NH:10][C:9]=3[CH:6]=[CH:5][CH:4]=2)=[O:39])=[C:5]([N:11]2[CH:15]=[N:14][CH:13]=[N:12]2)[CH:4]=1, predict the reactants needed to synthesize it. The reactants are: [F:1][C:2]([F:17])([F:16])[C:3]1[CH:8]=[CH:7][C:6]([CH2:9][NH2:10])=[C:5]([N:11]2[CH:15]=[N:14][CH:13]=[N:12]2)[CH:4]=1.ClC(Cl)(O[C:22](=[O:28])OC(Cl)(Cl)Cl)Cl.[N-:30]=[C:31]=O.CO.[CH3:35][N:36]([CH:38]=[O:39])C. (8) The reactants are: N1C=CC(B(O)O)=CC=1.Br[C:11]1[CH:19]=[C:18]2[C:14]([C:15]([C:28]([NH:30][C:31]3[CH:32]=[N:33][N:34]([C@H:36]([C:39]4[CH:44]=[CH:43][CH:42]=[CH:41][CH:40]=4)[CH2:37][CH3:38])[CH:35]=3)=[O:29])=[N:16][N:17]2COCC[Si](C)(C)C)=[CH:13][CH:12]=1.[C:45]([C:47]1[CH:48]=[C:49](C=CC=1)[CH2:50][N:51]1C=C(NC(C2C3C(=CC(Br)=CC=3)N(COCC[Si](C)(C)C)N=2)=O)C=N1)#[N:46]. Given the product [NH2:46][C:45]1[N:51]=[CH:50][C:49]([C:11]2[CH:19]=[C:18]3[C:14]([C:15]([C:28]([NH:30][C:31]4[CH:32]=[N:33][N:34]([C@H:36]([C:39]5[CH:40]=[CH:41][CH:42]=[CH:43][CH:44]=5)[CH2:37][CH3:38])[CH:35]=4)=[O:29])=[N:16][NH:17]3)=[CH:13][CH:12]=2)=[CH:48][CH:47]=1, predict the reactants needed to synthesize it. (9) Given the product [CH3:14][C:13]1[O:10][CH2:9][CH2:8][C:7]([CH3:11])([CH3:6])[N:15]=1, predict the reactants needed to synthesize it. The reactants are: OS(O)(=O)=O.[CH3:6][C:7](O)([CH3:11])[CH2:8][CH2:9][OH:10].[C:13](#[N:15])[CH3:14]. (10) Given the product [CH2:17]([O:19][C:20]([C:22]1[S:26][C:25]([O:16][CH2:15][C:5]2[C:6]([C:9]3[CH:14]=[CH:13][CH:12]=[CH:11][CH:10]=3)=[N:7][O:8][C:4]=2[CH3:3])=[N:24][CH:23]=1)=[O:21])[CH3:18], predict the reactants needed to synthesize it. The reactants are: [H-].[Na+].[CH3:3][C:4]1[O:8][N:7]=[C:6]([C:9]2[CH:14]=[CH:13][CH:12]=[CH:11][CH:10]=2)[C:5]=1[CH2:15][OH:16].[CH2:17]([O:19][C:20]([C:22]1[S:26][C:25](Cl)=[N:24][CH:23]=1)=[O:21])[CH3:18].O.